Dataset: Catalyst prediction with 721,799 reactions and 888 catalyst types from USPTO. Task: Predict which catalyst facilitates the given reaction. Reactant: [C:1]([N:8]1[CH2:15][CH2:14][CH2:13][C@H:9]1[C:10]([OH:12])=O)([O:3][C:4]([CH3:7])([CH3:6])[CH3:5])=[O:2].ON1C2C=CC=CC=2N=N1.CCN=C=NCCCN(C)C.Cl.[CH3:38][O:39][C:40](=[O:54])[CH2:41][CH:42]([NH2:53])[CH2:43][C:44]1[CH:49]=[C:48]([F:50])[C:47]([F:51])=[CH:46][C:45]=1[F:52]. The catalyst class is: 1. Product: [C:4]([O:3][C:1]([N:8]1[CH2:15][CH2:14][CH2:13][CH:9]1[C:10](=[O:12])[NH:53][CH:42]([CH2:41][C:40]([O:39][CH3:38])=[O:54])[CH2:43][C:44]1[CH:49]=[C:48]([F:50])[C:47]([F:51])=[CH:46][C:45]=1[F:52])=[O:2])([CH3:5])([CH3:6])[CH3:7].